From a dataset of Full USPTO retrosynthesis dataset with 1.9M reactions from patents (1976-2016). Predict the reactants needed to synthesize the given product. (1) Given the product [CH3:15][C:14]([O:9][C:4]1[CH:5]=[CH:6][CH:7]=[CH:8][C:3]=1[C:2]([F:10])([F:11])[F:1])([CH3:17])[C:13]([OH:24])=[O:20], predict the reactants needed to synthesize it. The reactants are: [F:1][C:2]([F:11])([F:10])[C:3]1[CH:8]=[CH:7][CH:6]=[CH:5][C:4]=1[OH:9].Cl[C:13](Cl)(Cl)[C:14]([CH3:17])(O)[CH3:15].[OH-:20].[Na+].CC(C)=[O:24]. (2) Given the product [OH:16][C:10]1[CH:9]=[C:8]([NH:7][C:2]2[S:3][CH:4]=[CH:5][N:6]=2)[CH:15]=[CH:14][C:11]=1[C:12]#[N:13], predict the reactants needed to synthesize it. The reactants are: Br[C:2]1[S:3][CH:4]=[CH:5][N:6]=1.[NH2:7][C:8]1[CH:15]=[CH:14][C:11]([C:12]#[N:13])=[C:10]([OH:16])[CH:9]=1.Cl.